From a dataset of Reaction yield outcomes from USPTO patents with 853,638 reactions. Predict the reaction yield, written as a fraction of the theoretical maximum amount of product (1.0 means a 100% yield; for example, 0.34 means a 34% yield). The reactants are [CH:1]12[CH2:7][CH:4]([CH:5]=[CH:6]1)[CH2:3][CH:2]2[CH2:8][CH2:9][CH2:10][CH2:11][CH2:12][CH2:13][N:14]=[CH:15][C:16]1[CH:25]=[CH:24][C:23]([OH:26])=[C:22]2[C:17]=1[CH:18]=[CH:19][CH:20]=[N:21]2.[BH4-].[Na+]. The catalyst is CO.O. The product is [CH:1]12[CH2:7][CH:4]([CH:5]=[CH:6]1)[CH2:3][CH:2]2[CH2:8][CH2:9][CH2:10][CH2:11][CH2:12][CH2:13][NH:14][CH2:15][C:16]1[CH:25]=[CH:24][C:23]([OH:26])=[C:22]2[C:17]=1[CH:18]=[CH:19][CH:20]=[N:21]2. The yield is 0.500.